This data is from Forward reaction prediction with 1.9M reactions from USPTO patents (1976-2016). The task is: Predict the product of the given reaction. (1) Given the reactants [CH3:1]C(C)([O-])C.[K+].[C:7]([O:11][C:12]([N:14]1[CH2:19][CH2:18][N:17]([C:20]2[N:28]([C:29]3[CH:34]=[CH:33][CH:32]=[CH:31][C:30]=3[CH:35]=O)[C:27]3[C:26](=[O:37])[N:25]([CH3:38])[C:24](=[O:39])[N:23]([CH3:40])[C:22]=3[N:21]=2)[CH2:16][CH2:15]1)=[O:13])([CH3:10])([CH3:9])[CH3:8], predict the reaction product. The product is: [C:7]([O:11][C:12]([N:14]1[CH2:19][CH2:18][N:17]([C:20]2[N:28]([C:29]3[CH:34]=[CH:33][CH:32]=[CH:31][C:30]=3[CH:35]=[CH2:1])[C:27]3[C:26](=[O:37])[N:25]([CH3:38])[C:24](=[O:39])[N:23]([CH3:40])[C:22]=3[N:21]=2)[CH2:16][CH2:15]1)=[O:13])([CH3:9])([CH3:10])[CH3:8]. (2) Given the reactants C([O:3][C:4](=O)[CH2:5][C:6]1[NH:10][C:9]2[CH:11]=[CH:12][CH:13]=[CH:14][C:8]=2[N:7]=1)C.O.[NH2:17][NH2:18], predict the reaction product. The product is: [NH:7]1[C:8]2[CH:14]=[CH:13][CH:12]=[CH:11][C:9]=2[N:10]=[C:6]1[CH2:5][C:4]([NH:17][NH2:18])=[O:3]. (3) Given the reactants Cl[C:2]1[C:11]2[C:6](=[CH:7][C:8]([O:15][CH:16]3[CH2:20][CH2:19][O:18][CH2:17]3)=[C:9]([N+:12]([O-:14])=[O:13])[CH:10]=2)[N:5]=[CH:4][C:3]=1[C:21]#[N:22].[Cl:23][C:24]1[CH:25]=[C:26]([NH2:38])[CH:27]=[CH:28][C:29]=1[O:30][CH2:31][C:32]1[CH:37]=[CH:36][CH:35]=[CH:34][N:33]=1.Cl.N1C=CC=CC=1, predict the reaction product. The product is: [Cl:23][C:24]1[CH:25]=[C:26]([NH:38][C:2]2[C:11]3[C:6](=[CH:7][C:8]([O:15][CH:16]4[CH2:20][CH2:19][O:18][CH2:17]4)=[C:9]([N+:12]([O-:14])=[O:13])[CH:10]=3)[N:5]=[CH:4][C:3]=2[C:21]#[N:22])[CH:27]=[CH:28][C:29]=1[O:30][CH2:31][C:32]1[CH:37]=[CH:36][CH:35]=[CH:34][N:33]=1. (4) Given the reactants [C:1]([Si:5]([CH3:13])([CH3:12])[O:6][CH2:7][CH2:8][CH2:9][S:10][CH3:11])([CH3:4])([CH3:3])[CH3:2].[O-:14]I(=O)(=O)=O.[Na+], predict the reaction product. The product is: [C:1]([Si:5]([CH3:12])([CH3:13])[O:6][CH2:7][CH2:8][CH2:9][S:10]([CH3:11])=[O:14])([CH3:4])([CH3:3])[CH3:2]. (5) Given the reactants Br[C:2]1[N:10]([CH2:11][C:12]2[CH:17]=[CH:16][C:15]([Cl:18])=[CH:14][CH:13]=2)[C:9]2[C:8](=[O:19])[N:7]([CH2:20][CH2:21][CH2:22][O:23][CH:24]3[CH2:29][CH2:28][CH2:27][CH2:26][O:25]3)[C:6](=[O:30])[N:5]([CH3:31])[C:4]=2[N:3]=1.[F:32][C:33]([F:43])([F:42])[O:34][C:35]1[CH:36]=[C:37]([CH:39]=[CH:40][CH:41]=1)[NH2:38].CC(C1C=C(C(C)C)C(C2C=CC=CC=2P(C2CCCCC2)C2CCCCC2)=C(C(C)C)C=1)C.C([O-])(C)(C)C.[K+], predict the reaction product. The product is: [Cl:18][C:15]1[CH:16]=[CH:17][C:12]([CH2:11][N:10]2[C:9]3[C:8](=[O:19])[N:7]([CH2:20][CH2:21][CH2:22][O:23][CH:24]4[CH2:29][CH2:28][CH2:27][CH2:26][O:25]4)[C:6](=[O:30])[N:5]([CH3:31])[C:4]=3[N:3]=[C:2]2[NH:38][C:37]2[CH:39]=[CH:40][CH:41]=[C:35]([O:34][C:33]([F:32])([F:42])[F:43])[CH:36]=2)=[CH:13][CH:14]=1. (6) Given the reactants [Br:1][C:2]1[CH:3]=[C:4]2[C:9](=[CH:10][CH:11]=1)[C:8](=[N:12][OH:13])[CH2:7][CH2:6][CH2:5]2.[C:14]1([CH3:24])[CH:19]=[CH:18][C:17]([S:20](Cl)(=[O:22])=[O:21])=[CH:16][CH:15]=1, predict the reaction product. The product is: [S:20]([O:13][N:12]=[C:8]1[C:9]2[C:4](=[CH:3][C:2]([Br:1])=[CH:11][CH:10]=2)[CH2:5][CH2:6][CH2:7]1)([C:17]1[CH:18]=[CH:19][C:14]([CH3:24])=[CH:15][CH:16]=1)(=[O:22])=[O:21].